From a dataset of Forward reaction prediction with 1.9M reactions from USPTO patents (1976-2016). Predict the product of the given reaction. (1) The product is: [CH3:1][O:2][C:3]1[CH:8]=[C:7]([CH:9]2[CH2:10][CH2:11][N:12]([CH3:15])[CH2:13][CH2:14]2)[C:6]([N+:16]([O-:18])=[O:17])=[CH:5][C:4]=1[NH2:19]. Given the reactants [CH3:1][O:2][C:3]1[CH:8]=[C:7]([CH:9]2[CH2:14][CH2:13][N:12]([CH3:15])[CH2:11][CH2:10]2)[C:6]([N+:16]([O-:18])=[O:17])=[CH:5][C:4]=1[NH:19]C(=O)C.Cl, predict the reaction product. (2) Given the reactants C([O:3][C:4]([C:6]1[CH:10]=[C:9]([CH3:11])[N:8]([CH2:12][C:13]2[CH:18]=[C:17]([Br:19])[CH:16]=[CH:15][C:14]=2[O:20][CH2:21][C:22]([CH2:26][CH3:27])([CH3:25])[CH2:23][CH3:24])[N:7]=1)=[O:5])C.[Li+].[OH-], predict the reaction product. The product is: [Br:19][C:17]1[CH:16]=[CH:15][C:14]([O:20][CH2:21][C:22]([CH2:26][CH3:27])([CH3:25])[CH2:23][CH3:24])=[C:13]([CH:18]=1)[CH2:12][N:8]1[C:9]([CH3:11])=[CH:10][C:6]([C:4]([OH:5])=[O:3])=[N:7]1. (3) Given the reactants Br[C:2]1[CH:7]=[CH:6][N:5]=[CH:4][C:3]=1[N:8]([CH3:25])[C:9](=[O:24])[C:10]1[CH:15]=[C:14]([C:16]([F:19])([F:18])[F:17])[CH:13]=[C:12]([C:20]([F:23])([F:22])[F:21])[CH:11]=1.[F:26][C:27]1[CH:28]=[CH:29][C:30]([O:36][CH3:37])=[C:31](B(O)O)[CH:32]=1.C(=O)([O-])[O-].[K+].[K+], predict the reaction product. The product is: [F:26][C:27]1[CH:32]=[CH:31][C:30]([O:36][CH3:37])=[C:29]([C:2]2[CH:7]=[CH:6][N:5]=[CH:4][C:3]=2[N:8]([CH3:25])[C:9](=[O:24])[C:10]2[CH:15]=[C:14]([C:16]([F:19])([F:18])[F:17])[CH:13]=[C:12]([C:20]([F:23])([F:22])[F:21])[CH:11]=2)[CH:28]=1.